Dataset: Catalyst prediction with 721,799 reactions and 888 catalyst types from USPTO. Task: Predict which catalyst facilitates the given reaction. (1) Reactant: [CH3:1][O:2][N:3]([CH3:27])[C:4]([C:6]1[C:11]([NH:12][S:13]([C:16]2[CH:21]=[CH:20][C:19]([Cl:22])=[C:18]([C:23]([F:26])([F:25])[F:24])[CH:17]=2)(=[O:15])=[O:14])=[CH:10][CH:9]=[CH:8][N:7]=1)=[O:5].C(=O)([O-])[O-].[K+].[K+].[CH3:34][O:35][CH2:36]Cl.COCNC(C1C(N(COC)S(C2C=CC(Cl)=C(C(F)(F)F)C=2)(=O)=O)=CC(Cl)=CN=1)=O. Product: [CH3:1][O:2][N:3]([CH3:27])[C:4]([C:6]1[C:11]([N:12]([S:13]([C:16]2[CH:21]=[CH:20][C:19]([Cl:22])=[C:18]([C:23]([F:26])([F:24])[F:25])[CH:17]=2)(=[O:15])=[O:14])[CH2:34][O:35][CH3:36])=[CH:10][CH:9]=[CH:8][N:7]=1)=[O:5]. The catalyst class is: 1. (2) Reactant: C([N:8]1[CH2:12][CH2:11][CH:10]([N:13]2[C:21](=[O:22])[C:20]3[C:15](=[CH:16][CH:17]=[CH:18][CH:19]=3)[C:14]2=[O:23])[CH2:9]1)C1C=CC=CC=1.Cl[C:25]([O:27][CH2:28][C:29]1[CH:34]=[CH:33][CH:32]=[CH:31][CH:30]=1)=[O:26]. Product: [O:22]=[C:21]1[C:20]2[C:15](=[CH:16][CH:17]=[CH:18][CH:19]=2)[C:14](=[O:23])[N:13]1[CH:10]1[CH2:11][CH2:12][N:8]([C:25]([O:27][CH2:28][C:29]2[CH:34]=[CH:33][CH:32]=[CH:31][CH:30]=2)=[O:26])[CH2:9]1. The catalyst class is: 1. (3) Reactant: [F:1][C:2]1([F:18])[CH2:6][CH2:5][C:4]([OH:17])([C:7]([O:9]CC2C=CC=CC=2)=[O:8])[CH2:3]1. The catalyst class is: 99. Product: [F:1][C:2]1([F:18])[CH2:6][CH2:5][C:4]([OH:17])([C:7]([OH:9])=[O:8])[CH2:3]1. (4) Reactant: Br[C:2]1[CH:7]=[CH:6][C:5]([S:8][CH2:9][CH:10]2[CH2:15][CH2:14][N:13]([C:16]([O:18][CH:19]([CH3:21])[CH3:20])=[O:17])[CH2:12][CH2:11]2)=[CH:4][CH:3]=1.[CH3:22][S:23]([C:26]1[CH:31]=[CH:30][C:29](B(O)O)=[CH:28][CH:27]=1)(=[O:25])=[O:24].C([O-])([O-])=O.[Na+].[Na+]. Product: [CH3:22][S:23]([C:26]1[CH:31]=[CH:30][C:29]([C:2]2[CH:7]=[CH:6][C:5]([S:8][CH2:9][CH:10]3[CH2:15][CH2:14][N:13]([C:16]([O:18][CH:19]([CH3:21])[CH3:20])=[O:17])[CH2:12][CH2:11]3)=[CH:4][CH:3]=2)=[CH:28][CH:27]=1)(=[O:25])=[O:24]. The catalyst class is: 628. (5) Reactant: I[C:2]1[N:10]=[C:9]2[C:5]([NH:6][CH:7]=[N:8]2)=[C:4]([Cl:11])[N:3]=1.[CH3:12][Mg]Cl. Product: [CH3:12][C:2]1[N:10]=[C:9]2[C:5]([NH:6][CH:7]=[N:8]2)=[C:4]([Cl:11])[N:3]=1. The catalyst class is: 51. (6) Reactant: [Cl:1][C:2]1[C:11]2[NH:10][CH2:9][CH2:8][O:7][C:6]=2[CH:5]=[CH:4][C:3]=1[B:12]1[O:16][C:15]([CH3:18])([CH3:17])[C:14]([CH3:20])([CH3:19])[O:13]1.[H-].[Na+].Br[CH2:24][CH:25]=[CH2:26].O. The catalyst class is: 3. Product: [CH2:26]([N:10]1[CH2:9][CH2:8][O:7][C:6]2[CH:5]=[CH:4][C:3]([B:12]3[O:16][C:15]([CH3:18])([CH3:17])[C:14]([CH3:20])([CH3:19])[O:13]3)=[C:2]([Cl:1])[C:11]1=2)[CH:25]=[CH2:24]. (7) Reactant: [NH2:1][C:2]1[CH:3]=[C:4]([Cl:22])[CH:5]=[C:6]2[C:14]=1[NH:13][C:12]1[CH:11]=[N:10][CH:9]=[C:8]([NH:15][C:16](=[O:21])[C:17]([F:20])([F:19])[F:18])[C:7]2=1.[CH3:23][C:24]1[N:32]=[CH:31][CH:30]=[CH:29][C:25]=1[C:26](O)=[O:27].CCN=C=NCCCN(C)C. Product: [Cl:22][C:4]1[CH:5]=[C:6]2[C:14](=[C:2]([NH:1][C:26](=[O:27])[C:25]3[CH:29]=[CH:30][CH:31]=[N:32][C:24]=3[CH3:23])[CH:3]=1)[NH:13][C:12]1[CH:11]=[N:10][CH:9]=[C:8]([NH:15][C:16](=[O:21])[C:17]([F:20])([F:19])[F:18])[C:7]2=1. The catalyst class is: 17. (8) Reactant: C(N(CC)CC)C.[S:8](Cl)([CH3:11])(=[O:10])=[O:9].O.[OH:14][CH2:15][CH2:16][CH2:17][O:18][C:19]1[CH:28]=[C:27]2[C:22]([CH:23]=[CH:24][CH:25]=[C:26]2[CH2:29][CH2:30][NH:31][C:32](=[O:34])[CH3:33])=[CH:21][CH:20]=1. Product: [CH3:11][S:8]([O:14][CH2:15][CH2:16][CH2:17][O:18][C:19]1[CH:20]=[CH:21][C:22]2[C:27](=[C:26]([CH2:29][CH2:30][NH:31][C:32](=[O:34])[CH3:33])[CH:25]=[CH:24][CH:23]=2)[CH:28]=1)(=[O:10])=[O:9]. The catalyst class is: 4.